Dataset: Reaction yield outcomes from USPTO patents with 853,638 reactions. Task: Predict the reaction yield, written as a fraction of the theoretical maximum amount of product (1.0 means a 100% yield; for example, 0.34 means a 34% yield). (1) The reactants are [Cl-].O[NH3+:3].[C:4](=[O:7])([O-])[OH:5].[Na+].CS(C)=O.[CH2:13]([C:17]1[N:18]=[C:19]([CH3:50])[N:20]([C:39]2[CH:40]=[CH:41][C:42]3[O:46][C:45]([CH3:48])([CH3:47])[CH2:44][C:43]=3[CH:49]=2)[C:21](=[O:38])[C:22]=1[CH2:23][C:24]1[CH:29]=[CH:28][C:27]([C:30]2[C:31]([C:36]#[N:37])=[CH:32][CH:33]=[CH:34][CH:35]=2)=[CH:26][CH:25]=1)[CH2:14][CH2:15][CH3:16]. The catalyst is O.C(OCC)(=O)C. The product is [CH2:13]([C:17]1[N:18]=[C:19]([CH3:50])[N:20]([C:39]2[CH:40]=[CH:41][C:42]3[O:46][C:45]([CH3:48])([CH3:47])[CH2:44][C:43]=3[CH:49]=2)[C:21](=[O:38])[C:22]=1[CH2:23][C:24]1[CH:25]=[CH:26][C:27]([C:30]2[CH:35]=[CH:34][CH:33]=[CH:32][C:31]=2[C:36]2[NH:3][C:4](=[O:7])[O:5][N:37]=2)=[CH:28][CH:29]=1)[CH2:14][CH2:15][CH3:16]. The yield is 0.610. (2) The reactants are [NH:1]1[CH2:8][CH2:7][CH2:6][C@H:2]1[C:3]([OH:5])=[O:4].Br[C:10]1[S:11][C:12]2[CH:18]=[CH:17][CH:16]=[CH:15][C:13]=2[N:14]=1.C(=O)([O-])[O-].[K+].[K+]. The catalyst is CN(C)C=O.[Cu](I)I. The product is [S:11]1[C:12]2[CH:18]=[CH:17][CH:16]=[CH:15][C:13]=2[N:14]=[C:10]1[N:1]1[CH2:8][CH2:7][CH2:6][C@H:2]1[C:3]([OH:5])=[O:4]. The yield is 0.600. (3) The reactants are [CH:1]([O:4][C:5](=[O:13])[NH:6][C@H:7]([CH2:11][CH3:12])[CH2:8][C:9]#N)([CH3:3])[CH3:2].[H-].[Na+].C[O:17]CCl.CC(C[AlH]C[CH:26]([CH3:28])C)C.Cl.C([Mg]Cl)=C.N1C=CN=C1.Cl[C:40]1[CH:45]=[CH:44][CH:43]=[CH:42][C:41]=1[Si:46]([C:54]([CH3:57])([CH3:56])[CH3:55])([C:48]1[CH:53]=[CH:52][CH:51]=[CH:50][CH:49]=1)Cl. The catalyst is C1COCC1.CCOCC.CN(C=O)C.CCCCCC. The product is [CH:1]([O:4][C:5](=[O:13])[NH:6][C@H:7]([CH2:11][CH3:12])[CH2:8][CH:9]([O:17][Si:46]([C:54]([CH3:57])([CH3:56])[CH3:55])([C:48]1[CH:53]=[CH:52][CH:51]=[CH:50][CH:49]=1)[C:41]1[CH:42]=[CH:43][CH:44]=[CH:45][CH:40]=1)[CH:26]=[CH2:28])([CH3:3])[CH3:2]. The yield is 0.420. (4) The reactants are [CH3:1][O:2][CH2:3][CH2:4][NH:5][CH3:6].[F:7][C:8]([F:36])([F:35])[C:9]1[N:13]2[N:14]=[C:15]([N:18]3[CH2:23][CH2:22][CH:21]([C:24]4[CH:34]=[CH:33][C:27]([O:28][CH2:29][C:30]([OH:32])=O)=[CH:26][CH:25]=4)[CH2:20][CH2:19]3)[CH2:16][CH2:17][C:12]2=[N:11][N:10]=1.CN(C(ON1N=NC2C=CC=NC1=2)=[N+](C)C)C.F[P-](F)(F)(F)(F)F.CCN(C(C)C)C(C)C. The catalyst is CN(C=O)C. The product is [CH3:1][O:2][CH2:3][CH2:4][N:5]([CH3:6])[C:30](=[O:32])[CH2:29][O:28][C:27]1[CH:26]=[CH:25][C:24]([CH:21]2[CH2:22][CH2:23][N:18]([C:15]3[CH2:16][CH2:17][C:12]4[N:13]([C:9]([C:8]([F:7])([F:36])[F:35])=[N:10][N:11]=4)[N:14]=3)[CH2:19][CH2:20]2)=[CH:34][CH:33]=1. The yield is 0.320. (5) The reactants are [CH3:1][O:2][C:3](=[O:26])[CH2:4][C:5]1[C:14]([CH3:15])=[C:13](B2OC(C)(C)C(C)(C)O2)[C:12]2[C:7](=[CH:8][CH:9]=[C:10]([F:25])[CH:11]=2)[CH:6]=1.Br[C:28]1[CH:33]=[CH:32][C:31]([S:34][C:35]2[CH:40]=[CH:39][C:38]([Cl:41])=[CH:37][CH:36]=2)=[CH:30][CH:29]=1.C(=O)(O)[O-].[Na+].O. The catalyst is C(COC)OC.C1C=CC([P]([Pd]([P](C2C=CC=CC=2)(C2C=CC=CC=2)C2C=CC=CC=2)([P](C2C=CC=CC=2)(C2C=CC=CC=2)C2C=CC=CC=2)[P](C2C=CC=CC=2)(C2C=CC=CC=2)C2C=CC=CC=2)(C2C=CC=CC=2)C2C=CC=CC=2)=CC=1. The product is [CH3:1][O:2][C:3](=[O:26])[CH2:4][C:5]1[C:14]([CH3:15])=[C:13]([C:28]2[CH:29]=[CH:30][C:31]([S:34][C:35]3[CH:40]=[CH:39][C:38]([Cl:41])=[CH:37][CH:36]=3)=[CH:32][CH:33]=2)[C:12]2[C:7](=[CH:8][CH:9]=[C:10]([F:25])[CH:11]=2)[CH:6]=1. The yield is 0.370. (6) The reactants are [C:1]([O:5][C:6]([NH:8][C@@H:9]([CH2:14][CH2:15][C:16](=[O:23])[C:17]#[C:18][Si:19]([CH3:22])([CH3:21])[CH3:20])[C:10]([O:12][CH3:13])=[O:11])=[O:7])([CH3:4])([CH3:3])[CH3:2]. The catalyst is C(O)(C)C. The product is [CH3:13][O:12][C:10](=[O:11])[C@@H:9]([NH:8][C:6]([O:5][C:1]([CH3:3])([CH3:2])[CH3:4])=[O:7])[CH2:14][CH2:15][C@H:16]([OH:23])[C:17]#[C:18][Si:19]([CH3:22])([CH3:20])[CH3:21]. The yield is 0.915. (7) The reactants are [CH3:1][C:2]1([CH3:10])[CH2:9][C:7](=[O:8])[CH2:6][C:4](=O)[CH2:3]1.[C:11]1([C:17]2[S:21][C:20]([CH:22]=O)=[CH:19][CH:18]=2)[CH:16]=[CH:15][CH:14]=[CH:13][CH:12]=1.[CH2:24]([CH2:27][C:28](=O)[CH2:29][C:30]([O:32][CH2:33][CH3:34])=[O:31])[CH2:25]C.C([O-])(=O)C.[NH4+:40]. The catalyst is C(O)C.C(OCC)(=O)C. The product is [CH3:10][C:2]1([CH3:1])[CH2:3][C:4]2[NH:40][C:28]([CH2:27][CH2:24][CH3:25])=[C:29]([C:30]([O:32][CH2:33][CH3:34])=[O:31])[CH:22]([C:20]3[S:21][C:17]([C:11]4[CH:12]=[CH:13][CH:14]=[CH:15][CH:16]=4)=[CH:18][CH:19]=3)[C:6]=2[C:7](=[O:8])[CH2:9]1. The yield is 0.680.